From a dataset of Reaction yield outcomes from USPTO patents with 853,638 reactions. Predict the reaction yield, written as a fraction of the theoretical maximum amount of product (1.0 means a 100% yield; for example, 0.34 means a 34% yield). (1) The reactants are [CH:1]1([CH2:6][CH:7]([C:11]2[CH:16]=[CH:15][C:14]([N+:17]([O-:19])=[O:18])=[CH:13][CH:12]=2)[C:8]([OH:10])=O)[CH2:5][CH2:4][CH2:3][CH2:2]1.C(Cl)(=O)C(Cl)=O.[CH3:26][O:27][C:28](=[O:36])[C:29]1[CH:34]=[CH:33][C:32]([NH2:35])=[N:31][CH:30]=1.C(N(CC)C(C)C)(C)C. The catalyst is C(Cl)Cl.CN(C)C=O.O1CCCC1. The product is [CH3:26][O:27][C:28](=[O:36])[C:29]1[CH:34]=[CH:33][C:32]([NH:35][C:8](=[O:10])[CH:7]([C:11]2[CH:16]=[CH:15][C:14]([N+:17]([O-:19])=[O:18])=[CH:13][CH:12]=2)[CH2:6][CH:1]2[CH2:2][CH2:3][CH2:4][CH2:5]2)=[N:31][CH:30]=1. The yield is 0.446. (2) The reactants are C(O)(C(F)(F)F)=O.[Cl:8][C:9]1[N:34]=[CH:33][C:12]2[N:13]=[C:14]([N:20]3[CH2:23][CH:22]([N:24](C)[C:25](=O)OC(C)(C)C)[CH2:21]3)[C:15]3[N:16]([CH:17]=[N:18][N:19]=3)[C:11]=2[CH:10]=1. The catalyst is C(Cl)Cl. The product is [Cl:8][C:9]1[N:34]=[CH:33][C:12]2[N:13]=[C:14]([N:20]3[CH2:21][CH:22]([NH:24][CH3:25])[CH2:23]3)[C:15]3[N:16]([CH:17]=[N:18][N:19]=3)[C:11]=2[CH:10]=1. The yield is 0.570.